This data is from Reaction yield outcomes from USPTO patents with 853,638 reactions. The task is: Predict the reaction yield, written as a fraction of the theoretical maximum amount of product (1.0 means a 100% yield; for example, 0.34 means a 34% yield). (1) The reactants are [OH:1][C@H:2]1[CH2:7][CH2:6][C@H:5]([N:8]([C:24]([C@H:26]2[CH2:31][CH2:30][C@H:29]([CH3:32])[CH2:28][CH2:27]2)=[O:25])[C:9]2[CH:13]=[C:12]([C:14]3[CH2:19][CH2:18][C:17](=O)[CH2:16][CH:15]=3)[S:11][C:10]=2[C:21]([OH:23])=[O:22])[CH2:4][CH2:3]1.Cl.[CH2:34]([O:41][NH2:42])[C:35]1[CH:40]=[CH:39][CH:38]=[CH:37][CH:36]=1.C([O-])(=O)C.[Na+]. The catalyst is O.C(O)C. The product is [CH2:34]([O:41][N:42]=[C:17]1[CH2:18][CH2:19][C:14]([C:12]2[S:11][C:10]([C:21]([OH:23])=[O:22])=[C:9]([N:8]([C@H:5]3[CH2:6][CH2:7][C@H:2]([OH:1])[CH2:3][CH2:4]3)[C:24]([C@H:26]3[CH2:27][CH2:28][C@H:29]([CH3:32])[CH2:30][CH2:31]3)=[O:25])[CH:13]=2)=[CH:15][CH2:16]1)[C:35]1[CH:40]=[CH:39][CH:38]=[CH:37][CH:36]=1. The yield is 0.540. (2) The reactants are C(OC(N[C@@H]1CCNC[C@@H]1C(OC)=O)=O)C1C=CC=CC=1.C(N(CC)C(C)C)(C)C.BrCCO.[CH2:35]([O:42][C:43]([NH:45][C@@H:46]1[CH2:51][CH2:50][N:49]([CH2:52][CH2:53][OH:54])[CH2:48][C@@H:47]1[C:55]([O:57][CH3:58])=[O:56])=[O:44])[C:36]1[CH:41]=[CH:40][CH:39]=[CH:38][CH:37]=1. No catalyst specified. The product is [CH2:35]([O:42][C:43]([NH:45][C@@H:46]1[CH2:51][CH2:50][N:49]([CH2:52][CH2:53][OH:54])[CH2:48][C@H:47]1[C:55]([O:57][CH3:58])=[O:56])=[O:44])[C:36]1[CH:41]=[CH:40][CH:39]=[CH:38][CH:37]=1. The yield is 0.600.